Dataset: Reaction yield outcomes from USPTO patents with 853,638 reactions. Task: Predict the reaction yield, written as a fraction of the theoretical maximum amount of product (1.0 means a 100% yield; for example, 0.34 means a 34% yield). The reactants are C1(C2N=CC([NH:28][C:29]([C:31]3[CH:39]=C(N4CCCCC4)[CH:37]=[CH:33][C:32]=3[NH:28][C:29]([C:31]3[CH:32]=[C:33]([CH:37]=C[CH:39]=3)C(O)=O)=[O:30])=[O:30])=CN=2)C=CC=CC=1.CNCC[O:44][CH2:45][CH2:46][O:47][CH2:48][CH2:49][O:50][CH2:51][CH2:52][C:53]([O:55][C:56]([CH3:59])([CH3:58])[CH3:57])=[O:54].CN(C([O:67]N1N=NC2C=CC=NC1=2)=[N+](C)C)C.F[P-](F)(F)(F)(F)F.[CH:84]([N:87]([CH2:91][CH3:92])[CH:88]([CH3:90])C)(C)C. The catalyst is CN(C)C=O.O. The product is [C:29]([C:31]1[CH:39]=[C:90]([CH:37]=[CH:33][CH:32]=1)[C:88]([N:87]([CH2:91][CH2:92][O:44][CH2:45][CH2:46][O:47][CH2:48][CH2:49][O:50][CH2:51][CH2:52][C:53]([O:55][C:56]([CH3:59])([CH3:58])[CH3:57])=[O:54])[CH3:84])=[O:67])(=[O:30])[NH2:28]. The yield is 0.980.